Dataset: Catalyst prediction with 721,799 reactions and 888 catalyst types from USPTO. Task: Predict which catalyst facilitates the given reaction. (1) Reactant: [NH2:1][C:2]1[CH:3]=[CH:4][C:5]([Cl:11])=[C:6]([CH:10]=1)[C:7]([OH:9])=[O:8].[S:12]1[CH:16]=[CH:15][CH:14]=[C:13]1[C:17](Cl)=[O:18]. Product: [Cl:11][C:5]1[CH:4]=[CH:3][C:2]([NH:1][C:17]([C:13]2[S:12][CH:16]=[CH:15][CH:14]=2)=[O:18])=[CH:10][C:6]=1[C:7]([OH:9])=[O:8]. The catalyst class is: 1. (2) Reactant: [N+:1]([C:4]1[CH:9]=[CH:8][CH:7]=[CH:6][C:5]=1[C:10]1[S:11][C:12]2[C:17]([N:18]=1)=[CH:16][C:15]([C:19](OC)=[O:20])=[CH:14][N:13]=2)([O-:3])=[O:2].[H-].[Al+3].[Li+].[H-].[H-].[H-].CC(C)=O.[O-]S([O-])=O.[Na+].[Na+]. Product: [N+:1]([C:4]1[CH:9]=[CH:8][CH:7]=[CH:6][C:5]=1[C:10]1[S:11][C:12]2[C:17]([N:18]=1)=[CH:16][C:15]([CH2:19][OH:20])=[CH:14][N:13]=2)([O-:3])=[O:2]. The catalyst class is: 1. (3) Reactant: O1[C:5]2([CH2:10][CH2:9][CH:8]([CH:11]3[C:15](=[NH:16])[O:14][NH:13][C:12]3=[NH:17])[CH2:7][CH2:6]2)[O:4]CC1.Cl. Product: [NH:17]=[C:12]1[CH:11]([CH:8]2[CH2:9][CH2:10][C:5](=[O:4])[CH2:6][CH2:7]2)[C:15](=[NH:16])[O:14][NH:13]1. The catalyst class is: 10. (4) Reactant: [CH3:1][C:2]([C:9]1[CH:14]=[CH:13][C:12]([N+:15]([O-:17])=[O:16])=[CH:11][CH:10]=1)([CH3:8])[C:3](OCC)=[O:4].[Li+].[BH4-].CO. Product: [CH3:8][C:2]([C:9]1[CH:14]=[CH:13][C:12]([N+:15]([O-:17])=[O:16])=[CH:11][CH:10]=1)([CH3:1])[CH2:3][OH:4]. The catalyst class is: 56. (5) Reactant: [NH2:1][C:2]1[CH:18]=[CH:17][C:5]([O:6][C:7]2[CH:12]=[CH:11][N:10]=[C:9]3[NH:13][C:14](=[O:16])[NH:15][C:8]=23)=[CH:4][CH:3]=1.[C:19]1([N:25]=[C:26]=[O:27])[CH:24]=[CH:23][CH:22]=[CH:21][CH:20]=1.C(Cl)Cl. Product: [O:16]=[C:14]1[NH:13][C:9]2=[N:10][CH:11]=[CH:12][C:7]([O:6][C:5]3[CH:17]=[CH:18][C:2]([NH:1][C:26]([NH:25][C:19]4[CH:24]=[CH:23][CH:22]=[CH:21][CH:20]=4)=[O:27])=[CH:3][CH:4]=3)=[C:8]2[NH:15]1. The catalyst class is: 17.